Dataset: Forward reaction prediction with 1.9M reactions from USPTO patents (1976-2016). Task: Predict the product of the given reaction. Given the reactants [Br:1][C:2]1[CH:3]=[C:4]([NH:9][S:10]([C:13]2[CH:18]=[CH:17][C:16]([OH:19])=[CH:15][CH:14]=2)(=[O:12])=[O:11])[C:5](Cl)=[N:6][CH:7]=1.[O-:20][CH2:21][CH3:22].[Na+].C(=O)(O)[O-].[Na+].Cl, predict the reaction product. The product is: [Br:1][C:2]1[CH:3]=[C:4]([NH:9][S:10]([C:13]2[CH:18]=[CH:17][C:16]([OH:19])=[CH:15][CH:14]=2)(=[O:12])=[O:11])[C:5]([O:20][CH2:21][CH3:22])=[N:6][CH:7]=1.